This data is from Peptide-MHC class II binding affinity with 134,281 pairs from IEDB. The task is: Regression. Given a peptide amino acid sequence and an MHC pseudo amino acid sequence, predict their binding affinity value. This is MHC class II binding data. (1) The peptide sequence is RPAPGGKAYMDVISR. The MHC is DRB1_0901 with pseudo-sequence DRB1_0901. The binding affinity (normalized) is 0.410. (2) The binding affinity (normalized) is 0.281. The MHC is DRB1_1101 with pseudo-sequence DRB1_1101. The peptide sequence is VFGNCEGVKIIGISI. (3) The peptide sequence is QLQPFPQPELPYP. The MHC is DRB1_0404 with pseudo-sequence DRB1_0404. The binding affinity (normalized) is 0.0336. (4) The peptide sequence is KIFGSLAFLPESFDGDPA. The MHC is HLA-DPA10301-DPB10402 with pseudo-sequence HLA-DPA10301-DPB10402. The binding affinity (normalized) is 0.541. (5) The binding affinity (normalized) is 0.374. The MHC is DRB1_0701 with pseudo-sequence DRB1_0701. The peptide sequence is IRWLIEEVRHRLRIT. (6) The peptide sequence is QWIIRNWETVKIQWS. The MHC is DRB1_0301 with pseudo-sequence DRB1_0301. The binding affinity (normalized) is 0.224. (7) The binding affinity (normalized) is 0.385. The MHC is DRB1_0404 with pseudo-sequence DRB1_0404. The peptide sequence is HYPLHLRYYRITYGE. (8) The peptide sequence is YDKFLANVSTVQTGK. The MHC is DRB1_0701 with pseudo-sequence DRB1_0701. The binding affinity (normalized) is 0.580. (9) The peptide sequence is PRCWLIRNGSYLNTS. The MHC is DRB1_0901 with pseudo-sequence DRB1_0901. The binding affinity (normalized) is 0.184. (10) The peptide sequence is SIVYEADHHILHLPGCVPCV. The MHC is DRB1_0404 with pseudo-sequence DRB1_0404. The binding affinity (normalized) is 0.401.